From a dataset of Forward reaction prediction with 1.9M reactions from USPTO patents (1976-2016). Predict the product of the given reaction. (1) Given the reactants [Br:1][C:2]1[CH:7]=[CH:6][C:5](B(O)O)=[CH:4][CH:3]=1.O.[C:12]1(=[O:17])[CH2:16][CH2:15][CH:14]=[CH:13]1, predict the reaction product. The product is: [Br:1][C:2]1[CH:7]=[CH:6][C:5]([C@@H:14]2[CH2:15][CH2:16][C:12](=[O:17])[CH2:13]2)=[CH:4][CH:3]=1. (2) Given the reactants [CH3:1][C@:2]12[C:10]([C:11]3([CH2:14]/[CH:15]=[CH:16]\[C:17]([OH:20])([CH3:19])[CH3:18])[CH2:13][CH2:12]3)=[CH:9][CH2:8][C@H:7]1[C@@H:6]([OH:21])[CH2:5][CH2:4][CH2:3]2, predict the reaction product. The product is: [CH3:1][C@:2]12[C:10]([C:11]3([CH2:14][CH2:15][CH2:16][C:17]([OH:20])([CH3:18])[CH3:19])[CH2:12][CH2:13]3)=[CH:9][CH2:8][C@H:7]1[C@@H:6]([OH:21])[CH2:5][CH2:4][CH2:3]2. (3) Given the reactants [CH:1]([C:4]1[CH:5]=[C:6]([CH:9]=[C:10]([CH:14]([CH3:16])[CH3:15])[C:11]=1[O:12][CH3:13])[CH:7]=O)([CH3:3])[CH3:2].[Cl:17][C:18]1[CH:26]=[C:25]2[C:21]([CH2:22][C:23](=[O:27])[NH:24]2)=[CH:20][CH:19]=1, predict the reaction product. The product is: [Cl:17][C:18]1[CH:26]=[C:25]2[C:21]([C:22](=[CH:7][C:6]3[CH:5]=[C:4]([CH:1]([CH3:3])[CH3:2])[C:11]([O:12][CH3:13])=[C:10]([CH:14]([CH3:16])[CH3:15])[CH:9]=3)[C:23](=[O:27])[NH:24]2)=[CH:20][CH:19]=1.